Dataset: Reaction yield outcomes from USPTO patents with 853,638 reactions. Task: Predict the reaction yield, written as a fraction of the theoretical maximum amount of product (1.0 means a 100% yield; for example, 0.34 means a 34% yield). The reactants are [F:1][C:2]([F:20])([F:19])[C:3]1[CH:4]=[C:5]([C:9]2[CH:17]=[CH:16][CH:15]=[C:14]3[C:10]=2[CH2:11][C:12](=[O:18])[NH:13]3)[CH:6]=[CH:7][CH:8]=1.[CH3:21][C@H:22]1[NH:27][C@@H:26]([CH3:28])[CH2:25][N:24]([C:29]([C:31]2[C:32]([CH3:38])=[C:33]([CH:36]=O)[NH:34][CH:35]=2)=[O:30])[CH2:23]1. The catalyst is C(O)C.N1CCCCC1. The product is [CH3:28][C@H:26]1[NH:27][C@@H:22]([CH3:21])[CH2:23][N:24]([C:29]([C:31]2[C:32]([CH3:38])=[C:33]([CH:36]=[C:11]3[C:10]4[C:14](=[CH:15][CH:16]=[CH:17][C:9]=4[C:5]4[CH:6]=[CH:7][CH:8]=[C:3]([C:2]([F:1])([F:19])[F:20])[CH:4]=4)[NH:13][C:12]3=[O:18])[NH:34][CH:35]=2)=[O:30])[CH2:25]1. The yield is 0.270.